This data is from Forward reaction prediction with 1.9M reactions from USPTO patents (1976-2016). The task is: Predict the product of the given reaction. (1) Given the reactants [Br:1][C:2]1[CH:10]=[C:9]2[C:5]([C:6]([CH:11]=O)=[CH:7][NH:8]2)=[CH:4][CH:3]=1.[NH2:13]O.Cl.CC(OC(C)=O)=O, predict the reaction product. The product is: [Br:1][C:2]1[CH:10]=[C:9]2[C:5]([C:6]([C:11]#[N:13])=[CH:7][NH:8]2)=[CH:4][CH:3]=1. (2) Given the reactants C(OC([N:8]1[CH2:13][CH2:12][CH:11]([O:14][C:15]2[CH:16]=[C:17]3[C:22](=[CH:23][CH:24]=2)[CH:21]=[N:20][CH:19]=[C:18]3[CH2:25][CH2:26][CH2:27][C:28]([F:31])([F:30])[F:29])[CH2:10][CH2:9]1)=O)(C)(C)C, predict the reaction product. The product is: [NH:8]1[CH2:13][CH2:12][CH:11]([O:14][C:15]2[CH:16]=[C:17]3[C:22](=[CH:23][CH:24]=2)[CH:21]=[N:20][CH:19]=[C:18]3[CH2:25][CH2:26][CH2:27][C:28]([F:30])([F:29])[F:31])[CH2:10][CH2:9]1. (3) Given the reactants [C:1]([C:3]1[CH:4]=[N:5][CH:6]=[C:7]([CH:20]=1)[C:8]([N:10]=[S@@:11]([CH3:19])(=[O:18])[C:12]1[CH:17]=[CH:16][CH:15]=[CH:14][CH:13]=1)=[O:9])#[CH:2].I[C:22]1[NH:26][CH:25]=[N:24][CH:23]=1, predict the reaction product. The product is: [NH:24]1[C:23]([C:2]#[C:1][C:3]2[CH:4]=[N:5][CH:6]=[C:7]([CH:20]=2)[C:8]([N:10]=[S@@:11]([CH3:19])(=[O:18])[C:12]2[CH:13]=[CH:14][CH:15]=[CH:16][CH:17]=2)=[O:9])=[CH:22][N:26]=[CH:25]1. (4) Given the reactants [S:1]1[C:5]2[CH:6]=[CH:7][CH:8]=[CH:9][C:4]=2[N:3]=[C:2]1[O:10][C:11]1[CH:16]=[CH:15][C:14]([CH2:17][CH2:18][NH:19][CH2:20][CH2:21][CH2:22][N:23]2[CH2:27][CH2:26][CH2:25][C:24]2=[O:28])=[CH:13][CH:12]=1.[CH3:29][C:30]([CH3:32])=O.[BH-](OC(C)=O)(OC(C)=O)OC(C)=O.[Na+], predict the reaction product. The product is: [S:1]1[C:5]2[CH:6]=[CH:7][CH:8]=[CH:9][C:4]=2[N:3]=[C:2]1[O:10][C:11]1[CH:12]=[CH:13][C:14]([CH2:17][CH2:18][N:19]([CH:30]([CH3:32])[CH3:29])[CH2:20][CH2:21][CH2:22][N:23]2[CH2:27][CH2:26][CH2:25][C:24]2=[O:28])=[CH:15][CH:16]=1. (5) Given the reactants [CH2:1]([N:8]([CH3:32])[CH2:9][C:10]([C:13]1[CH:18]=[CH:17][C:16]([NH:19][C:20](=[O:31])[C:21]2[CH:26]=[CH:25][C:24]([O:27][CH3:28])=[C:23]([O:29][CH3:30])[CH:22]=2)=[CH:15][CH:14]=1)([CH3:12])[CH3:11])[C:2]1C=CC=CC=1.Cl.C(Cl)(=[O:36])C.O, predict the reaction product. The product is: [C:1]([N:8]([CH3:32])[CH2:9][C:10]([C:13]1[CH:18]=[CH:17][C:16]([NH:19][C:20](=[O:31])[C:21]2[CH:26]=[CH:25][C:24]([O:27][CH3:28])=[C:23]([O:29][CH3:30])[CH:22]=2)=[CH:15][CH:14]=1)([CH3:11])[CH3:12])(=[O:36])[CH3:2].